Dataset: Catalyst prediction with 721,799 reactions and 888 catalyst types from USPTO. Task: Predict which catalyst facilitates the given reaction. (1) Reactant: [CH2:1]([N:8]1[CH2:14][CH:13]2[CH:15]([NH:16][CH3:17])[CH:10]([CH2:11][CH2:12]2)[CH2:9]1)[C:2]1[CH:7]=[CH:6][CH:5]=[CH:4][CH:3]=1.[C:29]([O:28][C:26](O[C:26]([O:28][C:29]([CH3:32])([CH3:31])[CH3:30])=[O:27])=[O:27])([CH3:32])([CH3:31])[CH3:30]. Product: [CH2:1]([N:8]1[CH2:14][CH:13]2[CH:15]([N:16]([CH3:17])[C:26](=[O:27])[O:28][C:29]([CH3:30])([CH3:31])[CH3:32])[CH:10]([CH2:11][CH2:12]2)[CH2:9]1)[C:2]1[CH:3]=[CH:4][CH:5]=[CH:6][CH:7]=1. The catalyst class is: 4. (2) Reactant: [F:1][C:2]1[CH:3]=[C:4]([CH:13]=[C:14]([N+:16]([O-])=O)[CH:15]=1)[CH2:5][N:6]1[CH2:11][CH2:10][N:9]([CH3:12])[CH2:8][CH2:7]1. Product: [F:1][C:2]1[CH:15]=[C:14]([CH:13]=[C:4]([CH2:5][N:6]2[CH2:11][CH2:10][N:9]([CH3:12])[CH2:8][CH2:7]2)[CH:3]=1)[NH2:16]. The catalyst class is: 5. (3) Reactant: Br[C:2]1[CH:11]=[C:10]2[C:5]([N:6]=[CH:7][C:8]([C:12]3[CH:13]=[N:14][N:15]([CH3:17])[CH:16]=3)=[N:9]2)=[CH:4][CH:3]=1.[B:18]1([B:18]2[O:22][C:21]([CH3:24])([CH3:23])[C:20]([CH3:26])([CH3:25])[O:19]2)[O:22][C:21]([CH3:24])([CH3:23])[C:20]([CH3:26])([CH3:25])[O:19]1.C([O-])(=O)C.[K+]. Product: [CH3:17][N:15]1[CH:16]=[C:12]([C:8]2[CH:7]=[N:6][C:5]3[C:10](=[CH:11][C:2]([B:18]4[O:22][C:21]([CH3:24])([CH3:23])[C:20]([CH3:26])([CH3:25])[O:19]4)=[CH:3][CH:4]=3)[N:9]=2)[CH:13]=[N:14]1. The catalyst class is: 12. (4) Product: [O:44]=[C:36]1[NH:37][C:38]2=[N:39][CH:40]=[CH:41][CH:42]=[C:43]2[N:35]1[CH:32]1[CH2:31][CH2:30][N:29]([C:27]([O:21][C@H:17]2[C:12]3=[N:13][CH:14]=[CH:15][CH:16]=[C:11]3[CH2:10][C@H:9]([C:3]3[CH:4]=[CH:5][CH:6]=[C:7]([F:8])[C:2]=3[F:1])[CH2:19][C@H:18]2[OH:20])=[O:28])[CH2:34][CH2:33]1. Reactant: [F:1][C:2]1[C:7]([F:8])=[CH:6][CH:5]=[CH:4][C:3]=1[C@@H:9]1[CH2:19][C@@H:18]([OH:20])[C@@H:17]([OH:21])[C:12]2=[N:13][CH:14]=[CH:15][CH:16]=[C:11]2[CH2:10]1.N1([C:27]([N:29]2[CH2:34][CH2:33][CH:32]([N:35]3[C:43]4[C:38](=[N:39][CH:40]=[CH:41][CH:42]=4)[NH:37][C:36]3=[O:44])[CH2:31][CH2:30]2)=[O:28])C=CN=C1.CC(C)([O-])C.[K+]. The catalyst class is: 7. (5) Reactant: [CH3:1][O:2][CH2:3][CH2:4][O:5][CH2:6][CH2:7][O:8][CH2:9][C:10]([OH:12])=O.[N:13]([CH2:16][CH2:17][CH2:18][CH2:19][CH2:20][NH2:21])=[N+:14]=[N-:15].CCN(C(C)C)C(C)C.CN(C(ON1N=NC2C=CC=CC1=2)=[N+](C)C)C.F[P-](F)(F)(F)(F)F. Product: [N:13]([CH2:16][CH2:17][CH2:18][CH2:19][CH2:20][NH:21][C:10](=[O:12])[CH2:9][O:8][CH2:7][CH2:6][O:5][CH2:4][CH2:3][O:2][CH3:1])=[N+:14]=[N-:15]. The catalyst class is: 1. (6) Reactant: [Si]([O:8][C:9]1[CH:14]=[C:13]([O:15][Si](C(C)(C)C)(C)C)[CH:12]=[CH:11][C:10]=1[CH:23]1[CH2:28][CH2:27][C:26](=[CH:29][C:30]([O:32][CH2:33][C:34]2[CH:39]=[CH:38][CH:37]=[CH:36][CH:35]=2)=[O:31])[CH2:25][CH2:24]1)(C(C)(C)C)(C)C.O1CCCC1.O.[F-].C([N+](CCCC)(CCCC)CCCC)CCC. Product: [OH:8][C:9]1[CH:14]=[C:13]([OH:15])[CH:12]=[CH:11][C:10]=1[CH:23]1[CH2:28][CH2:27][C:26](=[CH:29][C:30]([O:32][CH2:33][C:34]2[CH:35]=[CH:36][CH:37]=[CH:38][CH:39]=2)=[O:31])[CH2:25][CH2:24]1. The catalyst class is: 15. (7) The catalyst class is: 3. Product: [C:1]1([C:26]2[CH:27]=[CH:28][CH:29]=[CH:30][CH:31]=2)[CH:2]=[CH:3][C:4]([CH2:7][C@H:8]([NH:12][C:13]([C:15]2([CH2:20][C:21]([O:23][CH2:24][CH3:25])=[O:22])[CH2:16][CH2:17][CH2:18][CH2:19]2)=[O:14])[C:9]([N:33]2[CH2:37][CH2:36][CH2:35][C@H:34]2[C:38]([O:40][CH2:41][C:42]2[CH:47]=[CH:46][CH:45]=[CH:44][CH:43]=2)=[O:39])=[O:11])=[CH:5][CH:6]=1. Reactant: [C:1]1([C:26]2[CH:31]=[CH:30][CH:29]=[CH:28][CH:27]=2)[CH:6]=[CH:5][C:4]([CH2:7][C@H:8]([NH:12][C:13]([C:15]2([CH2:20][C:21]([O:23][CH2:24][CH3:25])=[O:22])[CH2:19][CH2:18][CH2:17][CH2:16]2)=[O:14])[C:9]([OH:11])=O)=[CH:3][CH:2]=1.Cl.[NH:33]1[CH2:37][CH2:36][CH2:35][C@H:34]1[C:38]([O:40][CH2:41][C:42]1[CH:47]=[CH:46][CH:45]=[CH:44][CH:43]=1)=[O:39].CCN=C=NCCCN(C)C.Cl.CCN(C(C)C)C(C)C.ON1C2N=CC=CC=2N=N1.